The task is: Predict which catalyst facilitates the given reaction.. This data is from Catalyst prediction with 721,799 reactions and 888 catalyst types from USPTO. (1) The catalyst class is: 272. Reactant: [F:1][C:2]1[CH:3]=[C:4]2[C:8](=[CH:9][C:10]=1[F:11])[CH:7](O)[CH:6]([CH2:13][CH:14]([CH2:20][OH:21])[CH2:15][CH2:16][CH2:17][CH2:18][CH3:19])[CH2:5]2.C1(C)C=CC(S(Cl)(=O)=O)=CC=1.FC1C=C2C(=CC=1F)C1OCC(CCCCC)CC1C2. Product: [F:1][C:2]1[CH:3]=[C:4]2[C:8](=[CH:9][C:10]=1[F:11])[C@@H:7]1[O:21][CH2:20][C@H:14]([CH2:15][CH2:16][CH2:17][CH2:18][CH3:19])[CH2:13][C@H:6]1[CH2:5]2. (2) Reactant: [F:1][C:2]1[C:7]([F:8])=[CH:6][C:5]([CH2:9][C:10]([C:12]2[CH:17]=[CH:16][C:15]([O:18][CH3:19])=[C:14]([N+:20]([O-])=O)[CH:13]=2)=O)=[C:4]([N+:23]([O-])=O)[CH:3]=1. Product: [F:8][C:7]1[CH:6]=[C:5]2[C:4](=[CH:3][C:2]=1[F:1])[NH:23][C:10]([C:12]1[CH:17]=[CH:16][C:15]([O:18][CH3:19])=[C:14]([NH2:20])[CH:13]=1)=[CH:9]2. The catalyst class is: 183.